From a dataset of Full USPTO retrosynthesis dataset with 1.9M reactions from patents (1976-2016). Predict the reactants needed to synthesize the given product. Given the product [C:18]1([CH3:22])[CH:19]=[CH:20][CH:21]=[C:16]([O:15][C:12]2[CH:11]=[CH:10][CH:9]=[C:8]3[C:13]=2[CH:14]=[C:6]([C:4]([OH:5])=[O:3])[NH:7]3)[CH:17]=1, predict the reactants needed to synthesize it. The reactants are: C([O:3][C:4]([C:6]1[NH:7][C:8]2[C:13]([CH:14]=1)=[C:12]([O:15][C:16]1[CH:17]=[C:18]([CH3:22])[CH:19]=[CH:20][CH:21]=1)[CH:11]=[CH:10][CH:9]=2)=[O:5])C.[Li+].[OH-].